This data is from Full USPTO retrosynthesis dataset with 1.9M reactions from patents (1976-2016). The task is: Predict the reactants needed to synthesize the given product. (1) The reactants are: O.NN.[CH3:4][C:5]1[C@@H:22]([O:23]C(C)=O)[CH2:21][C@:17]2([OH:27])[C:18]([CH3:20])([CH3:19])[C:6]=1[C@@H:7]([O:45]C(C)=O)[C:8]([C@@:10]1([CH3:44])[C@H:15]([C@@H:16]2[O:28][C:29]([C:31]2[CH:36]=[CH:35][CH:34]=[CH:33][CH:32]=2)=[O:30])[C@:14]2([O:39][C:40]([CH3:42])=[O:41])[CH2:37][O:38][C@@H:13]2[CH2:12][C@@H:11]1[OH:43])=[O:9].C(OCC)(=O)C. Given the product [CH3:4][C:5]1[C@@H:22]([OH:23])[CH2:21][C@:17]2([OH:27])[C:18]([CH3:19])([CH3:20])[C:6]=1[C@@H:7]([OH:45])[C:8]([C@@:10]1([CH3:44])[C@H:15]([C@@H:16]2[O:28][C:29]([C:31]2[CH:32]=[CH:33][CH:34]=[CH:35][CH:36]=2)=[O:30])[C@:14]2([O:39][C:40]([CH3:42])=[O:41])[CH2:37][O:38][C@@H:13]2[CH2:12][C@@H:11]1[OH:43])=[O:9], predict the reactants needed to synthesize it. (2) Given the product [CH3:6][O:8][C:12]1[CH:17]=[CH:16][C:15]([NH:18][C:19](=[O:21])[CH3:20])=[CH:14][C:13]=1[O:22][CH2:23][CH2:24][O:25][C:26]1[CH:27]=[CH:28][CH:29]=[CH:30][CH:31]=1, predict the reactants needed to synthesize it. The reactants are: NC1C=CC(OC)=[C:6]([OH:8])C=1.C[C:12]1[CH:17]=[CH:16][C:15]([NH:18][C:19](=[O:21])[CH3:20])=[CH:14][C:13]=1[O:22][CH2:23][CH2:24][O:25][C:26]1[CH:31]=[CH:30][CH:29]=[CH:28][CH:27]=1. (3) Given the product [CH2:8]([S:10][C:11]1[CH:33]=[CH:32][CH:31]=[CH:30][C:12]=1[C:13]1[O:29][C:17]([C:18]2[CH:23]=[CH:22][C:21]([CH2:24][CH2:25][CH2:26][CH2:27][CH3:28])=[CH:20][CH:19]=2)=[N:16][N:15]=1)[CH3:9], predict the reactants needed to synthesize it. The reactants are: C(N(CC)CC)C.[CH2:8]([S:10][C:11]1[CH:33]=[CH:32][CH:31]=[CH:30][C:12]=1[C:13]([NH:15][NH:16][C:17](=[O:29])[C:18]1[CH:23]=[CH:22][C:21]([CH2:24][CH2:25][CH2:26][CH2:27][CH3:28])=[CH:20][CH:19]=1)=O)[CH3:9].[Cl-].ClC1N(C)CC[NH+]1C. (4) Given the product [F:1][C:2]1[CH:10]=[C:9]2[C:5]([CH:6]=[CH:7][NH:8]2)=[C:4]([C:11]2[CH:16]=[C:15]([N:17]3[CH2:22][CH2:21][O:20][CH2:19][CH2:18]3)[N:14]=[C:13]([NH:27][CH2:28][C:29]3[CH:30]=[N:31][CH:32]=[CH:33][CH:34]=3)[N:12]=2)[CH:3]=1, predict the reactants needed to synthesize it. The reactants are: [F:1][C:2]1[CH:10]=[C:9]2[C:5]([CH:6]=[CH:7][NH:8]2)=[C:4]([C:11]2[CH:16]=[C:15]([N:17]3[CH2:22][CH2:21][O:20][CH2:19][CH2:18]3)[N:14]=[C:13](S(C)(=O)=O)[N:12]=2)[CH:3]=1.[NH2:27][CH2:28][C:29]1[CH:30]=[N:31][CH:32]=[CH:33][CH:34]=1.CCN(C(C)C)C(C)C.FC1C=C2C(C=CN2)=C(C2C=C(N3CCOCC3)N=C(NCCC3C=NC=CC=3)N=2)C=1. (5) Given the product [Br:24][C:25]1[C:33]2[C:28](=[CH:29][CH:30]=[CH:31][CH:32]=2)[N:27]([CH2:2][C:3]2[CH:4]=[C:5]([C:10]3[CH:15]=[CH:14][C:13]([C:16]([O:18][CH3:19])=[O:17])=[CH:12][CH:11]=3)[CH:6]=[CH:7][C:8]=2[CH3:9])[C:26]=1[C:34]([O:36][CH2:37][CH3:38])=[O:35], predict the reactants needed to synthesize it. The reactants are: O[CH2:2][C:3]1[CH:4]=[C:5]([C:10]2[CH:15]=[CH:14][C:13]([C:16]([O:18][CH3:19])=[O:17])=[CH:12][CH:11]=2)[CH:6]=[CH:7][C:8]=1[CH3:9].O=S(Cl)Cl.[Br:24][C:25]1[C:33]2[C:28](=[CH:29][CH:30]=[CH:31][CH:32]=2)[NH:27][C:26]=1[C:34]([O:36][CH2:37][CH3:38])=[O:35].C([O-])([O-])=O.[K+].[K+].